From a dataset of Forward reaction prediction with 1.9M reactions from USPTO patents (1976-2016). Predict the product of the given reaction. (1) Given the reactants [CH2:1]([O:3][C:4]([C:6]1[C:10]([C:11]([O:13]CC)=[O:12])=[C:9]([NH2:16])[N:8]([C:17]2[CH:22]=[CH:21][CH:20]=[CH:19][CH:18]=2)[N:7]=1)=[O:5])[CH3:2].[Br:23][C:24]1[CH:39]=[CH:38][C:27]([C:28](Cl)=[N:29][C:30]2[CH:35]=[CH:34][C:33]([Cl:36])=[CH:32][CH:31]=2)=[CH:26][CH:25]=1, predict the reaction product. The product is: [Br:23][C:24]1[CH:25]=[CH:26][C:27]([C:28]2[N:29]([C:30]3[CH:35]=[CH:34][C:33]([Cl:36])=[CH:32][CH:31]=3)[C:11](=[O:13])[C:10]3[C:6]([C:4]([OH:3])=[O:5])=[N:7][N:8]([C:17]4[CH:18]=[CH:19][CH:20]=[CH:21][CH:22]=4)[C:9]=3[N:16]=2)=[CH:38][CH:39]=1.[CH2:1]([O:3][C:4]([C:6]1[C:10]2[C:11](=[O:12])[N:29]([C:30]3[CH:35]=[CH:34][C:33]([Cl:36])=[CH:32][CH:31]=3)[C:28]([C:27]3[CH:38]=[CH:39][C:24]([Br:23])=[CH:25][CH:26]=3)=[N:16][C:9]=2[N:8]([C:17]2[CH:22]=[CH:21][CH:20]=[CH:19][CH:18]=2)[N:7]=1)=[O:5])[CH3:2]. (2) The product is: [CH2:1]([C@H:4]1[CH2:10][N:9]([CH:11]2[CH2:15][CH2:14][CH2:13][CH2:12]2)[C:8]2[N:16]=[C:17]([NH:20][C:21]3[CH:29]=[CH:28][C:24]([C:25]([NH:39][CH:37]4[CH2:38][N:35]([CH3:34])[CH2:36]4)=[O:26])=[CH:23][C:22]=3[O:30][CH3:31])[N:18]=[CH:19][C:7]=2[N:6]([CH3:32])[C:5]1=[O:33])[CH:2]=[CH2:3]. Given the reactants [CH2:1]([C@H:4]1[CH2:10][N:9]([CH:11]2[CH2:15][CH2:14][CH2:13][CH2:12]2)[C:8]2[N:16]=[C:17]([NH:20][C:21]3[CH:29]=[CH:28][C:24]([C:25](O)=[O:26])=[CH:23][C:22]=3[O:30][CH3:31])[N:18]=[CH:19][C:7]=2[N:6]([CH3:32])[C:5]1=[O:33])[CH:2]=[CH2:3].[CH3:34][N:35]1[CH2:38][CH:37]([NH2:39])[CH2:36]1, predict the reaction product.